This data is from Human liver microsome stability data. The task is: Regression/Classification. Given a drug SMILES string, predict its absorption, distribution, metabolism, or excretion properties. Task type varies by dataset: regression for continuous measurements (e.g., permeability, clearance, half-life) or binary classification for categorical outcomes (e.g., BBB penetration, CYP inhibition). Dataset: hlm. (1) The compound is C=C[C@@H]1C[C@]1(NC(=O)[C@@H]1C[C@@](OC)(c2ccc(-c3ccccc3OC)cc2)CN1C(=O)[C@@H](NC(=O)OC1CCCC1)C(C)(C)C)C(=O)NS(=O)(=O)C1CC1. The result is 0 (unstable in human liver microsomes). (2) The drug is CC(C)[C@H]1CC[C@@H](N2CCC(n3cc(CN)c4ccccc43)CC2)CC1. The result is 0 (unstable in human liver microsomes). (3) The molecule is C[C@@H]1C[C@H](C(=O)N2CC[C@@]3(S(=O)(=O)c4ccc(F)cc4)c4ccc(C(F)(C(F)(F)F)C(F)(F)F)cc4CC[C@@H]23)CC[C@H]1C(=O)O. The result is 0 (unstable in human liver microsomes). (4) The compound is CS(=O)(=O)c1cc(-c2cccc(-c3ccnc4c(C(F)(F)F)cccc34)c2)ccc1F. The result is 0 (unstable in human liver microsomes). (5) The drug is O=C(Nc1cccc(-c2nc3ccccc3s2)c1)c1cc([N+](=O)[O-])ccc1Cl. The result is 0 (unstable in human liver microsomes). (6) The molecule is O=c1cc(OCc2ccccc2)ccn1-c1ccc2c3c([nH]c2c1)CCNC3. The result is 0 (unstable in human liver microsomes). (7) The compound is CNc1nc(NCCCN(C)C)c2sc(-c3ccc(OC(F)(F)F)cc3)cc2n1. The result is 0 (unstable in human liver microsomes). (8) The molecule is Cc1ccc(NS(=O)(=O)c2ccc3c(c2)CCC(=O)N3)cc1C. The result is 1 (stable in human liver microsomes). (9) The molecule is O=C(Cc1ccccc1)N[C@@H](Cc1c[nH]c2ccccc12)C(=O)Nc1ccncc1. The result is 1 (stable in human liver microsomes).